This data is from Full USPTO retrosynthesis dataset with 1.9M reactions from patents (1976-2016). The task is: Predict the reactants needed to synthesize the given product. The reactants are: [OH:1][C:2]1[CH:13]=[CH:12][C:5]2[C:6]([C:9](O)=O)=[CH:7][O:8][C:4]=2[CH:3]=1.[CH3:14][O-:15].[Na+].[H][H].C[OH:20]. Given the product [OH:1][C:2]1[CH:13]=[CH:12][C:5]2[CH:6]([CH2:9][C:14]([OH:20])=[O:15])[CH2:7][O:8][C:4]=2[CH:3]=1, predict the reactants needed to synthesize it.